This data is from Full USPTO retrosynthesis dataset with 1.9M reactions from patents (1976-2016). The task is: Predict the reactants needed to synthesize the given product. (1) Given the product [C:1]([O:5][C:6]([N:8]1[CH2:12][C@H:11]([NH:13][C:14]([C:16]2[S:17][C:18]([Cl:21])=[CH:19][CH:20]=2)=[O:15])[CH2:10][C@H:9]1[CH2:22][O:23][CH3:28])=[O:7])([CH3:4])([CH3:3])[CH3:2], predict the reactants needed to synthesize it. The reactants are: [C:1]([O:5][C:6]([N:8]1[CH2:12][C@H:11]([NH:13][C:14]([C:16]2[S:17][C:18]([Cl:21])=[CH:19][CH:20]=2)=[O:15])[CH2:10][C@H:9]1[CH2:22][O:23]S(C)(=O)=O)=[O:7])([CH3:4])([CH3:3])[CH3:2].[CH3:28][O-].[Na+].CO. (2) Given the product [O:1]=[C:2]1[CH2:27][CH2:26][C@@:25]2([CH3:28])[C@H:4]([CH2:5][CH2:6][C@@H:7]3[C@@H:24]2[CH2:23][CH2:22][C@@:21]2([CH3:29])[C@H:8]3[CH2:9][CH2:10][C@@H:11]2[C@H:12]([CH3:20])[CH2:13][CH2:14][C:15]([OH:17])=[O:16])[CH2:3]1, predict the reactants needed to synthesize it. The reactants are: [O:1]=[C:2]1[CH2:27][CH2:26][C@@:25]2([CH3:28])[C:4]([CH2:5][CH2:6][C@@H:7]3[C@@H:24]2[CH2:23][CH2:22][C@@:21]2([CH3:29])[C@H:8]3[CH2:9][CH2:10][C@@H:11]2[C@H:12]([CH3:20])[CH:13]=[CH:14][C:15]([O:17]CC)=[O:16])=[CH:3]1.[OH-].[K+].